From a dataset of Full USPTO retrosynthesis dataset with 1.9M reactions from patents (1976-2016). Predict the reactants needed to synthesize the given product. (1) Given the product [F:31][CH2:30][CH2:29][CH2:28][O:10][C:9]1[CH:8]=[CH:7][C:4]([CH:5]=[O:6])=[CH:3][C:2]=1[OH:1], predict the reactants needed to synthesize it. The reactants are: [OH:1][C:2]1[CH:3]=[C:4]([CH:7]=[CH:8][C:9]=1[OH:10])[CH:5]=[O:6].C(=O)([O-])[O-].[K+].[K+].CC1C=CC(S(O[CH2:28][CH2:29][CH2:30][F:31])(=O)=O)=CC=1.Cl. (2) Given the product [CH3:1][O:2][C:3]1[C:4]([C:23]([C:26]2[NH:30][C:29]3[CH:31]=[CH:32][C:33]([C:35]#[N:36])=[CH:34][C:28]=3[N:27]=2)([CH3:25])[CH3:24])=[C:5]2[C:9](=[C:10]([CH3:12])[CH:11]=1)[NH:8][CH:7]=[CH:6]2, predict the reactants needed to synthesize it. The reactants are: [CH3:1][O:2][C:3]1[C:4]([C:23]([C:26]2[NH:30][C:29]3[CH:31]=[CH:32][C:33]([C:35]#[N:36])=[CH:34][C:28]=3[N:27]=2)([CH3:25])[CH3:24])=[C:5]2[C:9](=[C:10]([CH3:12])[CH:11]=1)[N:8](S(C1C=CC(C)=CC=1)(=O)=O)[CH:7]=[CH:6]2.[OH-].[K+].C(N)CC(C)C. (3) Given the product [CH2:8]([O:46][CH:47]1[C@@H:51]2[CH:52]=[N:53][C:54]3[CH:61]=[C:60]([O:62][CH3:63])[CH:59]=[CH:58][C:55]=3[C:56](=[O:57])[N:50]2[CH2:49][CH2:48]1)[CH2:9][CH2:10][CH2:11][CH2:12][CH2:13][O:14][CH:15]1[C@@H:19]2[CH:20]=[N:21][C:22]3[CH:29]=[C:28]([O:30][CH3:31])[CH:27]=[CH:26][C:23]=3[C:24](=[O:25])[N:18]2[CH2:17][CH2:16]1, predict the reactants needed to synthesize it. The reactants are: C(O)(C(F)(F)F)=O.[CH2:8]([O:46][CH:47]1[C@H:51]2[C@H:52](OC3CCCCO3)[N:53](C(OC(C)(C)C)=O)[C:54]3[CH:61]=[C:60]([O:62][CH3:63])[CH:59]=[CH:58][C:55]=3[C:56](=[O:57])[N:50]2[CH2:49][CH2:48]1)[CH2:9][CH2:10][CH2:11][CH2:12][CH2:13][O:14][CH:15]1[C@H:19]2[C@H:20](OC3CCCCO3)[N:21](C(OC(C)(C)C)=O)[C:22]3[CH:29]=[C:28]([O:30][CH3:31])[CH:27]=[CH:26][C:23]=3[C:24](=[O:25])[N:18]2[CH2:17][CH2:16]1.C([O-])(O)=O.[Na+]. (4) Given the product [CH2:2]([O:4][C:5](=[O:16])[C@H:6]([CH2:8][C:9]1[CH:10]=[CH:11][C:12]([OH:15])=[CH:13][CH:14]=1)[NH:7][C:17]([O:20][C:9]([CH3:14])([CH3:10])[CH3:8])=[O:18])[CH3:3], predict the reactants needed to synthesize it. The reactants are: Cl.[CH2:2]([O:4][C:5](=[O:16])[C@H:6]([CH2:8][C:9]1[CH:14]=[CH:13][C:12]([OH:15])=[CH:11][CH:10]=1)[NH2:7])[CH3:3].[C:17]([O-:20])(O)=[O:18].[Na+]. (5) Given the product [N+:16]([CH2:19][CH2:14][C:10]1[CH:11]=[N:12][CH:13]=[C:8]([O:1][C:2]2[CH:7]=[CH:6][CH:5]=[CH:4][CH:3]=2)[CH:9]=1)([O-:18])=[O:17], predict the reactants needed to synthesize it. The reactants are: [O:1]([C:8]1[CH:9]=[C:10]([CH:14]=O)[CH:11]=[N:12][CH:13]=1)[C:2]1[CH:7]=[CH:6][CH:5]=[CH:4][CH:3]=1.[N+:16]([CH3:19])([O-:18])=[O:17].C([O-])(=O)C.[NH4+].[BH4-].[Na+].C(=O)([O-])O.[Na+].